From a dataset of Forward reaction prediction with 1.9M reactions from USPTO patents (1976-2016). Predict the product of the given reaction. (1) Given the reactants [C:1]([O:5][C:6]([N:8]1[CH2:13][CH2:12][CH:11]([O:14][C:15]2[CH:20]=[CH:19][C:18]([NH2:21])=[CH:17][CH:16]=2)[CH2:10][CH2:9]1)=[O:7])([CH3:4])([CH3:3])[CH3:2].Cl[CH2:23][C:24]1[N:28]([CH2:29][C:30](=[O:38])[NH:31][CH:32]2[CH2:37][CH2:36][CH2:35][CH2:34][CH2:33]2)[C:27]2[CH:39]=[CH:40][C:41]([C:43]#[N:44])=[CH:42][C:26]=2[N:25]=1.C(N(C(C)C)CC)(C)C, predict the reaction product. The product is: [C:1]([O:5][C:6]([N:8]1[CH2:13][CH2:12][CH:11]([O:14][C:15]2[CH:20]=[CH:19][C:18]([NH:21][CH2:23][C:24]3[N:28]([CH2:29][C:30](=[O:38])[NH:31][CH:32]4[CH2:37][CH2:36][CH2:35][CH2:34][CH2:33]4)[C:27]4[CH:39]=[CH:40][C:41]([C:43]#[N:44])=[CH:42][C:26]=4[N:25]=3)=[CH:17][CH:16]=2)[CH2:10][CH2:9]1)=[O:7])([CH3:4])([CH3:2])[CH3:3]. (2) Given the reactants C1(C#C)C=CC=CC=1.[C:9]1([C@H:15]([OH:18])[C:16]#[CH:17])[CH:14]=[CH:13][CH:12]=[CH:11][CH:10]=1.[N:19]([C:22]1[S:23][C:24]([C:28]([NH:30][CH2:31][C:32]2[CH:37]=[CH:36][CH:35]=[CH:34][CH:33]=2)=[O:29])=[C:25]([CH3:27])[N:26]=1)=[N+:20]=[N-:21], predict the reaction product. The product is: [CH2:31]([NH:30][C:28]([C:24]1[S:23][C:22]([N:19]2[CH:17]=[C:16]([C@H:15]([OH:18])[C:9]3[CH:14]=[CH:13][CH:12]=[CH:11][CH:10]=3)[N:21]=[N:20]2)=[N:26][C:25]=1[CH3:27])=[O:29])[C:32]1[CH:33]=[CH:34][CH:35]=[CH:36][CH:37]=1.